The task is: Regression/Classification. Given a drug SMILES string, predict its toxicity properties. Task type varies by dataset: regression for continuous values (e.g., LD50, hERG inhibition percentage) or binary classification for toxic/non-toxic outcomes (e.g., AMES mutagenicity, cardiotoxicity, hepatotoxicity). Dataset: ld50_zhu.. This data is from Acute oral toxicity (LD50) regression data from Zhu et al.. The compound is CCOP(=S)(OCC)SCc1nnc(OCCOC)s1. The rat oral LD50 is 3.99, given as -log10 of the dose in mol/kg body weight (higher means more acutely toxic).